This data is from Reaction yield outcomes from USPTO patents with 853,638 reactions. The task is: Predict the reaction yield, written as a fraction of the theoretical maximum amount of product (1.0 means a 100% yield; for example, 0.34 means a 34% yield). (1) The reactants are [O:1]1[C:3]2([CH2:8][CH2:7][N:6]([C:9]3[CH:14]=[CH:13][C:12]([N:15]4[CH2:19][C@H:18]([CH2:20][NH:21][C:22](=[O:24])[CH3:23])[O:17][C:16]4=[O:25])=[CH:11][C:10]=3[F:26])[CH2:5][CH2:4]2)[CH2:2]1.B(F)(F)F.[NH:31]1[CH:35]=[CH:34][N:33]=[CH:32]1. The catalyst is CN(C)C=O. The product is [NH:31]1[CH:35]=[CH:34][N:33]=[C:32]1[CH2:2][C:3]1([OH:1])[CH2:4][CH2:5][N:6]([C:9]2[CH:14]=[CH:13][C:12]([N:15]3[CH2:19][C@H:18]([CH2:20][NH:21][C:22](=[O:24])[CH3:23])[O:17][C:16]3=[O:25])=[CH:11][C:10]=2[F:26])[CH2:7][CH2:8]1. The yield is 0.660. (2) The reactants are [CH3:1][C:2]1[C:7]([CH3:8])=[C:6]([O:9][CH2:10][CH2:11][C:12]2([CH2:18][CH2:19][CH3:20])[O:17][CH2:16][CH2:15][CH2:14][O:13]2)[CH:5]=[CH:4][N+:3]=1[O-].C(OC(=O)C)(=[O:24])C. No catalyst specified. The product is [CH3:8][C:7]1[C:2]([CH2:1][OH:24])=[N:3][CH:4]=[CH:5][C:6]=1[O:9][CH2:10][CH2:11][C:12]1([CH2:18][CH2:19][CH3:20])[O:17][CH2:16][CH2:15][CH2:14][O:13]1. The yield is 0.433. (3) The reactants are [OH:1][CH2:2][CH:3]([CH2:5][OH:6])[OH:4].[C:7]([OH:24])(=O)[CH2:8][CH2:9][CH2:10][CH2:11][CH2:12][CH2:13][CH2:14][CH2:15][CH2:16][CH2:17][CH2:18][CH2:19][CH2:20][CH2:21][CH3:22]. The catalyst is [Pd]. The product is [CH2:22]([O:1][CH2:2][CH:3]([CH2:5][OH:6])[OH:4])[CH2:21][CH2:20][CH2:19][CH2:18][CH2:17][CH2:16][CH2:15][CH2:14][CH2:13][CH2:12][CH2:11][CH2:10][CH2:9][CH2:8][CH3:7].[CH3:2][CH2:3][O:24][CH2:7][CH3:8]. The yield is 0.280.